From a dataset of Full USPTO retrosynthesis dataset with 1.9M reactions from patents (1976-2016). Predict the reactants needed to synthesize the given product. (1) Given the product [C:11]([O:15][C:16]([N:18]1[CH2:23][CH2:22][CH:21]([C:24](=[O:25])[NH:10][C:7]2[CH:8]=[CH:9][C:4]3[N:3]=[CH:2][S:1][C:5]=3[CH:6]=2)[CH2:20][CH2:19]1)=[O:17])([CH3:14])([CH3:13])[CH3:12], predict the reactants needed to synthesize it. The reactants are: [S:1]1[C:5]2[CH:6]=[C:7]([NH2:10])[CH:8]=[CH:9][C:4]=2[N:3]=[CH:2]1.[C:11]([O:15][C:16]([N:18]1[CH2:23][CH2:22][CH:21]([C:24](O)=[O:25])[CH2:20][CH2:19]1)=[O:17])([CH3:14])([CH3:13])[CH3:12].CCN(C(C)C)C(C)C.CCCP(=O)=O. (2) Given the product [CH3:25][O:12][C:11](=[O:13])[CH2:10][CH2:9][C:8]([C:5]1[CH:6]=[CH:7][C:2]([Cl:1])=[C:3]([S:15](=[O:24])(=[O:23])[NH:16][CH:17]2[CH2:22][CH2:21][CH2:20][CH2:19][CH2:18]2)[CH:4]=1)=[O:14], predict the reactants needed to synthesize it. The reactants are: [Cl:1][C:2]1[CH:7]=[CH:6][C:5]([C:8](=[O:14])[CH2:9][CH2:10][C:11]([OH:13])=[O:12])=[CH:4][C:3]=1[S:15](=[O:24])(=[O:23])[NH:16][CH:17]1[CH2:22][CH2:21][CH2:20][CH2:19][CH2:18]1.[CH3:25]N(C(ON1N=NC2C=CC=CC1=2)=[N+](C)C)C.F[P-](F)(F)(F)(F)F.CCN(C(C)C)C(C)C.CO.